This data is from Forward reaction prediction with 1.9M reactions from USPTO patents (1976-2016). The task is: Predict the product of the given reaction. (1) The product is: [CH3:39][S:34]([CH2:7][C:3]([CH3:8])([CH3:4])[C@@H:2]([NH:9][C:10]([C:12]1[C:20]2[C:15](=[N:16][CH:17]=[C:18]([CH:21]3[CH2:22][CH2:23]3)[N:19]=2)[N:14]([CH2:24][O:25][CH2:26][CH2:27][Si:28]([CH3:30])([CH3:31])[CH3:29])[CH:13]=1)=[O:11])[CH3:1])(=[O:36])=[O:33]. Given the reactants [CH3:1][C@H:2]([NH:9][C:10]([C:12]1[C:20]2[C:15](=[N:16][CH:17]=[C:18]([CH:21]3[CH2:23][CH2:22]3)[N:19]=2)[N:14]([CH2:24][O:25][CH2:26][CH2:27][Si:28]([CH3:31])([CH3:30])[CH3:29])[CH:13]=1)=[O:11])[C:3]([CH3:8])([CH3:7])[CH2:4]SC.O[O:33][S:34]([O-:36])=O.[K+].O.[C:39](OCC)(=O)C, predict the reaction product. (2) Given the reactants [I:1][C:2]1[CH:7]=[CH:6][C:5]([C:8](=O)[CH2:9][CH2:10][CH2:11][CH2:12][N:13]2[CH2:18][CH2:17][CH:16]([C:19]3[CH:20]=[C:21]([NH:25][C:26](=[O:30])[CH:27]([CH3:29])[CH3:28])[CH:22]=[CH:23][CH:24]=3)[CH2:15][CH2:14]2)=[CH:4][CH:3]=1.Cl.[CH3:33][C:34]1[CH:39]=[CH:38][CH:37]=[CH:36][C:35]=1[NH:40]N, predict the reaction product. The product is: [I:1][C:2]1[CH:7]=[CH:6][C:5]([C:8]2[NH:40][C:35]3[C:36]([C:9]=2[CH2:10][CH2:11][CH2:12][N:13]2[CH2:18][CH2:17][CH:16]([C:19]4[CH:20]=[C:21]([NH:25][C:26](=[O:30])[CH:27]([CH3:29])[CH3:28])[CH:22]=[CH:23][CH:24]=4)[CH2:15][CH2:14]2)=[CH:37][CH:38]=[CH:39][C:34]=3[CH3:33])=[CH:4][CH:3]=1.